From a dataset of Peptide-MHC class I binding affinity with 185,985 pairs from IEDB/IMGT. Regression. Given a peptide amino acid sequence and an MHC pseudo amino acid sequence, predict their binding affinity value. This is MHC class I binding data. (1) The peptide sequence is VTDSQYALGI. The MHC is HLA-B44:02 with pseudo-sequence HLA-B44:02. The binding affinity (normalized) is 0. (2) The peptide sequence is FSKSTSPTR. The MHC is HLA-A03:01 with pseudo-sequence HLA-A03:01. The binding affinity (normalized) is 0.0157. (3) The peptide sequence is GEISPYPSL. The MHC is H-2-Kk with pseudo-sequence H-2-Kk. The binding affinity (normalized) is 0.